Task: Regression. Given two drug SMILES strings and cell line genomic features, predict the synergy score measuring deviation from expected non-interaction effect.. Dataset: NCI-60 drug combinations with 297,098 pairs across 59 cell lines (1) Drug 1: CN1CCC(CC1)COC2=C(C=C3C(=C2)N=CN=C3NC4=C(C=C(C=C4)Br)F)OC. Drug 2: CS(=O)(=O)C1=CC(=C(C=C1)C(=O)NC2=CC(=C(C=C2)Cl)C3=CC=CC=N3)Cl. Cell line: HCT-15. Synergy scores: CSS=17.1, Synergy_ZIP=-3.14, Synergy_Bliss=3.63, Synergy_Loewe=0.0818, Synergy_HSA=4.40. (2) Drug 1: C1=CC(=CC=C1CCC2=CNC3=C2C(=O)NC(=N3)N)C(=O)NC(CCC(=O)O)C(=O)O. Drug 2: C1=CC(=C2C(=C1NCCNCCO)C(=O)C3=C(C=CC(=C3C2=O)O)O)NCCNCCO. Cell line: SN12C. Synergy scores: CSS=46.9, Synergy_ZIP=-7.88, Synergy_Bliss=-8.61, Synergy_Loewe=-2.86, Synergy_HSA=-1.16. (3) Drug 1: CCCS(=O)(=O)NC1=C(C(=C(C=C1)F)C(=O)C2=CNC3=C2C=C(C=N3)C4=CC=C(C=C4)Cl)F. Drug 2: C1=CC=C(C(=C1)C(C2=CC=C(C=C2)Cl)C(Cl)Cl)Cl. Cell line: U251. Synergy scores: CSS=1.77, Synergy_ZIP=-1.55, Synergy_Bliss=0.782, Synergy_Loewe=-1.66, Synergy_HSA=0.788. (4) Drug 1: C1CCC(C1)C(CC#N)N2C=C(C=N2)C3=C4C=CNC4=NC=N3. Drug 2: C1=NC(=NC(=O)N1C2C(C(C(O2)CO)O)O)N. Cell line: SNB-19. Synergy scores: CSS=2.88, Synergy_ZIP=3.58, Synergy_Bliss=4.79, Synergy_Loewe=-1.25, Synergy_HSA=1.67.